From a dataset of Full USPTO retrosynthesis dataset with 1.9M reactions from patents (1976-2016). Predict the reactants needed to synthesize the given product. Given the product [F:10][CH:5]1[C:6]2([C:25]3[NH:26][C:21]4[C:22]([C:24]=3[CH2:27][CH2:28][O:9]2)=[CH:23][C:18]([F:35])=[CH:19][CH:20]=4)[CH2:7][CH2:8][C:3]([C:11]2[CH:16]=[CH:15][CH:14]=[CH:13][CH:12]=2)([N:2]([CH3:17])[CH3:1])[CH2:4]1, predict the reactants needed to synthesize it. The reactants are: [CH3:1][N:2]([CH3:17])[C:3]1([C:11]2[CH:16]=[CH:15][CH:14]=[CH:13][CH:12]=2)[CH2:8][CH2:7][C:6](=[O:9])[CH:5]([F:10])[CH2:4]1.[CH:18]1[CH:19]=[CH:20][C:21]2[NH:26][CH:25]=[C:24]([CH2:27][CH2:28]O)[C:22]=2[CH:23]=1.O([Si](C)(C)C)S(C(F)(F)[F:35])(=O)=O.[OH-].[Na+].